From a dataset of Catalyst prediction with 721,799 reactions and 888 catalyst types from USPTO. Predict which catalyst facilitates the given reaction. (1) Reactant: [Li]CCCC.Br[C:7]1[CH:21]=[CH:20][C:10]([O:11][CH2:12][C@H:13]2[CH2:17][O:16][C:15]([CH3:19])([CH3:18])[O:14]2)=[CH:9][C:8]=1[C:22]([F:25])([F:24])[F:23].CN([CH:29]=[O:30])C. Product: [CH3:18][C:15]1([CH3:19])[O:14][C@@H:13]([CH2:12][O:11][C:10]2[CH:20]=[CH:21][C:7]([CH:29]=[O:30])=[C:8]([C:22]([F:25])([F:24])[F:23])[CH:9]=2)[CH2:17][O:16]1. The catalyst class is: 1. (2) Reactant: [N+:1]([C:4]1[CH:9]=[CH:8][C:7]([C:10]#[N:11])=[CH:6][C:5]=1[OH:12])([O-:3])=[O:2].[C:13](=O)([O-])[O-].[Cs+].[Cs+].CCO[C:22]([CH3:24])=O. Product: [CH2:13]([O:12][C:5]1[CH:6]=[C:7]([C:10]#[N:11])[CH:8]=[CH:9][C:4]=1[N+:1]([O-:3])=[O:2])[CH:22]=[CH2:24]. The catalyst class is: 3. (3) Reactant: [NH2:1][C:2]1[CH:11]=[CH:10][C:5]2[NH:6][C:7](=[O:9])[S:8][C:4]=2[CH:3]=1.Cl[CH2:13][C:14]([N:16]1[CH2:21][CH2:20][CH:19]([O:22][C:23]2[CH:28]=[CH:27][C:26]([CH3:29])=[CH:25][CH:24]=2)[CH2:18][CH2:17]1)=[O:15]. Product: [C:26]1([CH3:29])[CH:25]=[CH:24][C:23]([O:22][CH:19]2[CH2:20][CH2:21][N:16]([C:14](=[O:15])[CH2:13][NH:1][C:2]3[CH:11]=[CH:10][C:5]4[NH:6][C:7](=[O:9])[S:8][C:4]=4[CH:3]=3)[CH2:17][CH2:18]2)=[CH:28][CH:27]=1. The catalyst class is: 27. (4) Reactant: [F:1][C:2]([F:6])([F:5])[CH:3]=[CH2:4].[SH:7][CH2:8][CH2:9][C:10]([O:12][CH3:13])=[O:11].COC(OC)(C1C=CC=CC=1)C(C1C=CC=CC=1)=O. Product: [CH3:13][O:12][C:10](=[O:11])[CH2:9][CH2:8][S:7][CH2:4][CH2:3][C:2]([F:6])([F:5])[F:1]. The catalyst class is: 11. (5) Reactant: [C:1]([NH:4][C:5]1[CH:6]=[C:7]2[C:18]3[CH:17]=[CH:16][C:15]([O:19][CH2:20][C@@H:21]([NH:26]C(=O)OC(C)(C)C)[CH2:22][CH:23]([CH3:25])[CH3:24])=[C:14]([O:34][CH3:35])[C:13]=3[O:12][CH2:11][C:8]2=[CH:9][N:10]=1)(=[O:3])[CH3:2].[C:36]([OH:42])([C:38](F)(F)F)=[O:37]. Product: [C:36]([O-:42])(=[O:37])[CH3:38].[NH4+:4].[NH2:26][C@@H:21]([CH2:22][CH:23]([CH3:25])[CH3:24])[CH2:20][O:19][C:15]1[CH:16]=[CH:17][C:18]2[C:7]3[C:8](=[CH:9][N:10]=[C:5]([NH:4][C:1](=[O:3])[CH3:2])[CH:6]=3)[CH2:11][O:12][C:13]=2[C:14]=1[O:34][CH3:35]. The catalyst class is: 46. (6) Reactant: Cl[C:2]1[CH:7]=[C:6]([C:8]2[CH:13]=[C:12]([Cl:14])[CH:11]=[CH:10][C:9]=2[O:15][CH3:16])[N:5]=[C:4]([CH3:17])[N:3]=1.[Cl:18][C:19]1[CH:25]=[CH:24][C:22]([NH2:23])=[CH:21][CH:20]=1. Product: [Cl:14][C:12]1[CH:11]=[CH:10][C:9]([O:15][CH3:16])=[C:8]([C:6]2[N:5]=[C:4]([CH3:17])[N:3]=[C:2]([NH:23][C:22]3[CH:24]=[CH:25][C:19]([Cl:18])=[CH:20][CH:21]=3)[CH:7]=2)[CH:13]=1. The catalyst class is: 8.